This data is from Peptide-MHC class II binding affinity with 134,281 pairs from IEDB. The task is: Regression. Given a peptide amino acid sequence and an MHC pseudo amino acid sequence, predict their binding affinity value. This is MHC class II binding data. The binding affinity (normalized) is 0.604. The peptide sequence is HLFKTTVNSLISDQL. The MHC is DRB1_1501 with pseudo-sequence DRB1_1501.